Task: Predict which catalyst facilitates the given reaction.. Dataset: Catalyst prediction with 721,799 reactions and 888 catalyst types from USPTO Reactant: [C:1]([NH:8][S:9]([C:12]1([CH2:15][CH2:16]O)[CH2:14][CH2:13]1)(=[O:11])=[O:10])([O:3][C:4]([CH3:7])([CH3:6])[CH3:5])=[O:2].C([O-])([O-])=O.[K+].[K+].C/C(/[O-])=C(/P(OC)(OC)=O)\[N+]#N. Product: [C:1]([NH:8][S:9]([C:12]1([C:15]#[CH:16])[CH2:14][CH2:13]1)(=[O:10])=[O:11])([O:3][C:4]([CH3:7])([CH3:6])[CH3:5])=[O:2]. The catalyst class is: 5.